From a dataset of Catalyst prediction with 721,799 reactions and 888 catalyst types from USPTO. Predict which catalyst facilitates the given reaction. (1) Reactant: [F:1][C:2]1[C:7]2[NH:8][C:9](=O)[CH2:10][O:11][C:6]=2[CH:5]=[CH:4][C:3]=1[OH:13]. Product: [F:1][C:2]1[C:7]2[NH:8][CH2:9][CH2:10][O:11][C:6]=2[CH:5]=[CH:4][C:3]=1[OH:13]. The catalyst class is: 1. (2) Reactant: Cl[C:2]1[C:11]2[C:6](=[CH:7][C:8](O)=C(OC)[CH:10]=2)N=CN=1.OCCC1CCN([C:24]([O:26][C:27]([CH3:30])(C)C)=[O:25])CC1.[C:31]1(P(C2C=CC=CC=2)C2C=CC=CC=2)C=CC=CC=1.N(C(OC(C)C)=O)=NC(OC(C)C)=O. Product: [CH3:8][CH2:7][CH2:6][CH:11]([CH3:2])[CH3:10].[C:24]([O:26][CH2:27][CH3:30])(=[O:25])[CH3:31]. The catalyst class is: 4. (3) Reactant: [CH3:1][N:2]1[C:11]2[C:6](=[CH:7][N:8]=[C:9]([CH3:12])[CH:10]=2)[CH:5]=[C:4]([C:13]2[CH:14]=[C:15]([CH:19]=[CH:20][C:21]=2[CH3:22])[C:16]([OH:18])=O)[C:3]1=[O:23].[F:24][C:25]1[CH:26]=[CH:27][C:28]([NH2:31])=[N:29][CH:30]=1.N1C=CC=CC=1. Product: [CH3:1][N:2]1[C:11]2[C:6](=[CH:7][N:8]=[C:9]([CH3:12])[CH:10]=2)[CH:5]=[C:4]([C:13]2[CH:14]=[C:15]([CH:19]=[CH:20][C:21]=2[CH3:22])[C:16]([NH:31][C:28]2[CH:27]=[CH:26][C:25]([F:24])=[CH:30][N:29]=2)=[O:18])[C:3]1=[O:23]. The catalyst class is: 820. (4) Reactant: P(CCCC)(CCCC)CCCC.C1CCN(C(N=NC(N2CCCCC2)=O)=O)CC1.[Cl:32][C:33]1[CH:34]=[C:35]([F:46])[C:36]([C:39]2[CH:44]=[CH:43][C:42]([OH:45])=[CH:41][CH:40]=2)=[N:37][CH:38]=1.O[CH2:48][C@@H:49]1[C@@H:54]([NH:55][C:56](=[O:62])[O:57][C:58]([CH3:61])([CH3:60])[CH3:59])[CH2:53][CH2:52][O:51][CH2:50]1.[OH-].[Na+]. Product: [Cl:32][C:33]1[CH:34]=[C:35]([F:46])[C:36]([C:39]2[CH:40]=[CH:41][C:42]([O:45][CH2:48][C@@H:49]3[C@@H:54]([NH:55][C:56](=[O:62])[O:57][C:58]([CH3:61])([CH3:60])[CH3:59])[CH2:53][CH2:52][O:51][CH2:50]3)=[CH:43][CH:44]=2)=[N:37][CH:38]=1. The catalyst class is: 1. (5) Product: [CH3:7][O:8][C:9]([C:11]1[CH:12]=[C:13]([C:18]2[CH:23]=[CH:22][CH:21]=[CH:20][C:19]=2[Br:24])[CH:14]=[C:15]([NH:17][C:1](=[O:5])[CH2:2][CH2:3][CH3:4])[CH:16]=1)=[O:10]. The catalyst class is: 268. Reactant: [C:1](Cl)(=[O:5])[CH2:2][CH2:3][CH3:4].[CH3:7][O:8][C:9]([C:11]1[CH:12]=[C:13]([C:18]2[CH:23]=[CH:22][CH:21]=[CH:20][C:19]=2[Br:24])[CH:14]=[C:15]([NH2:17])[CH:16]=1)=[O:10].C(N(CC)CC)C. (6) Reactant: Cl[CH2:2][C:3]([NH:5][C:6]1[CH:7]=[C:8]([CH:24]=[CH:25][C:26]=1[O:27][CH3:28])[C:9]([NH:11][C:12]1[CH:13]=[N:14][C:15]([C:18]2[CH:23]=[CH:22][CH:21]=[CH:20][CH:19]=2)=[CH:16][CH:17]=1)=[O:10])=[O:4].[NH:29]1[CH2:34][CH2:33][O:32][CH2:31][CH2:30]1.C(N(CC)CC)C.[I-].[K+]. Product: [CH3:28][O:27][C:26]1[CH:25]=[CH:24][C:8]([C:9]([NH:11][C:12]2[CH:13]=[N:14][C:15]([C:18]3[CH:23]=[CH:22][CH:21]=[CH:20][CH:19]=3)=[CH:16][CH:17]=2)=[O:10])=[CH:7][C:6]=1[NH:5][C:3](=[O:4])[CH2:2][N:29]1[CH2:34][CH2:33][O:32][CH2:31][CH2:30]1. The catalyst class is: 18. (7) Reactant: [O:1]=[C:2]1[NH:11][C:10]2[C:5](=[CH:6][CH:7]=[C:8]([C:12]([C:14]3[CH:22]=[CH:21][CH:20]=[CH:19][C:15]=3[C:16]([OH:18])=O)=[O:13])[CH:9]=2)[NH:4][CH2:3]1.C1C=NC2N(O)N=NC=2C=1.CN(C(ON1N=NC2C=CC=NC1=2)=[N+](C)C)C.F[P-](F)(F)(F)(F)F.CN1CCOCC1.[Cl:64][C:65]1[CH:66]=[C:67]([CH:69]=[CH:70][CH:71]=1)[NH2:68]. Product: [Cl:64][C:65]1[CH:66]=[C:67]([N:68]2[C:16](=[O:18])[C:15]3[C:14](=[CH:22][CH:21]=[CH:20][CH:19]=3)[C:12]2([C:8]2[CH:9]=[C:10]3[C:5]([NH:4][CH2:3][C:2](=[O:1])[NH:11]3)=[CH:6][CH:7]=2)[OH:13])[CH:69]=[CH:70][CH:71]=1. The catalyst class is: 9.